Dataset: Reaction yield outcomes from USPTO patents with 853,638 reactions. Task: Predict the reaction yield, written as a fraction of the theoretical maximum amount of product (1.0 means a 100% yield; for example, 0.34 means a 34% yield). The reactants are [CH2:1]([NH:5][C:6](=[O:18])[N:7]([C:13](=[O:17])[CH2:14][C:15]#[N:16])[CH:8]1[CH2:12][CH2:11][CH2:10][CH2:9]1)[CH2:2][CH2:3][CH3:4].[OH-].[Na+].N1C=CC(=O)N[C:22]1=O.[N:29]([C:32]1[CH:37]=[CH:36][C:35](OC)=CC=1)=[C:30]=[S:31].[C:40]([O:43][CH2:44][CH3:45])(=O)C. The catalyst is CO.CN(C=O)C. The product is [NH2:16][C:15]1[N:5]([CH2:1][CH2:2][CH2:3][CH3:4])[C:6](=[O:18])[N:7]([CH:8]2[CH2:12][CH2:11][CH2:10][CH2:9]2)[C:13](=[O:17])[C:14]=1[C:30](=[S:31])[NH:29][CH2:32][C:37]1[CH:22]=[CH:45][C:44]([O:43][CH3:40])=[CH:35][CH:36]=1. The yield is 0.570.